This data is from Reaction yield outcomes from USPTO patents with 853,638 reactions. The task is: Predict the reaction yield, written as a fraction of the theoretical maximum amount of product (1.0 means a 100% yield; for example, 0.34 means a 34% yield). (1) The catalyst is N1C=CC=CC=1. The reactants are [N:1]1([CH2:6][C:7]2[CH:12]=[CH:11][C:10]([C:13]3[CH:17]=[C:16]([CH2:18][CH:19]([CH3:21])[CH3:20])[S:15][C:14]=3[S:22]([NH2:25])(=[O:24])=[O:23])=[CH:9][CH:8]=2)[CH:5]=[CH:4][N:3]=[CH:2]1.N1(C2C=CC=CN=2)CCCC1.Cl[C:38]([O:40][CH2:41][CH2:42][CH2:43][CH3:44])=[O:39]. The yield is 0.465. The product is [CH2:41]([O:40][C:38]([NH:25][S:22]([C:14]1[S:15][C:16]([CH2:18][CH:19]([CH3:21])[CH3:20])=[CH:17][C:13]=1[C:10]1[CH:11]=[CH:12][C:7]([CH2:6][N:1]2[CH:5]=[CH:4][N:3]=[CH:2]2)=[CH:8][CH:9]=1)(=[O:24])=[O:23])=[O:39])[CH2:42][CH2:43][CH3:44]. (2) The reactants are [C:1]([C:3]1[C@@H:8]([C:9]2[CH:14]=[CH:13][C:12]([C:15]#[N:16])=[CH:11][C:10]=2[S:17]([CH3:20])(=[O:19])=[O:18])[N:7]([CH2:21][C:22](O)=[O:23])[C:6](=[O:25])[N:5]([C:26]2[CH:31]=[CH:30][CH:29]=[C:28]([C:32]([F:35])([F:34])[F:33])[CH:27]=2)[C:4]=1[CH3:36])#[N:2].CN(C(ON1N=NC2C=CC=NC1=2)=[N+](C)C)C.F[P-](F)(F)(F)(F)F.[O:61]=[C:62]1[CH2:67][NH:66][CH2:65][CH2:64][NH:63]1.C(N(CC)C(C)C)(C)C. The catalyst is CN(C=O)C. The product is [C:15]([C:12]1[CH:13]=[CH:14][C:9]([C@@H:8]2[C:3]([C:1]#[N:2])=[C:4]([CH3:36])[N:5]([C:26]3[CH:31]=[CH:30][CH:29]=[C:28]([C:32]([F:33])([F:34])[F:35])[CH:27]=3)[C:6](=[O:25])[N:7]2[CH2:21][C:22](=[O:23])[N:66]2[CH2:65][CH2:64][NH:63][C:62](=[O:61])[CH2:67]2)=[C:10]([S:17]([CH3:20])(=[O:18])=[O:19])[CH:11]=1)#[N:16]. The yield is 0.550.